From a dataset of Catalyst prediction with 721,799 reactions and 888 catalyst types from USPTO. Predict which catalyst facilitates the given reaction. Reactant: [CH3:1][CH:2]1[N:7]([C:8](=[O:20])[C:9]2[CH:14]=[CH:13][CH:12]=[CH:11][C:10]=2[N:15]2[N:19]=[CH:18][CH:17]=[N:16]2)[CH2:6][CH:5]([O:21][C:22]2[CH:23]=[C:24]([CH:28]=[CH:29][N:30]=2)[C:25]([OH:27])=O)[CH2:4][CH2:3]1.Cl.[CH3:32][O:33][NH:34][CH3:35].CN(C(ON1N=NC2C=CC=NC1=2)=[N+](C)C)C.F[P-](F)(F)(F)(F)F.CCN(C(C)C)C(C)C. Product: [CH3:32][O:33][N:34]([CH3:35])[C:25](=[O:27])[C:24]1[CH:28]=[CH:29][N:30]=[C:22]([O:21][CH:5]2[CH2:4][CH2:3][CH:2]([CH3:1])[N:7]([C:8](=[O:20])[C:9]3[CH:14]=[CH:13][CH:12]=[CH:11][C:10]=3[N:15]3[N:16]=[CH:17][CH:18]=[N:19]3)[CH2:6]2)[CH:23]=1. The catalyst class is: 46.